This data is from Full USPTO retrosynthesis dataset with 1.9M reactions from patents (1976-2016). The task is: Predict the reactants needed to synthesize the given product. (1) Given the product [CH2:24]([N:1]1[C:9]2[C:4](=[CH:5][C:6]([NH:10][C:11]3[N:20]=[CH:19][C:18]([CH:21]4[CH2:23][CH2:22]4)=[CH:17][C:12]=3[C:13]([OH:15])=[O:14])=[CH:7][CH:8]=2)[CH:3]=[CH:2]1)[CH:25]([CH3:28])[CH3:26], predict the reactants needed to synthesize it. The reactants are: [NH:1]1[C:9]2[C:4](=[CH:5][C:6]([NH:10][C:11]3[N:20]=[CH:19][C:18]([CH:21]4[CH2:23][CH2:22]4)=[CH:17][C:12]=3[C:13]([O:15]C)=[O:14])=[CH:7][CH:8]=2)[CH:3]=[CH:2]1.[CH3:24][C:25]([CH3:28])([O-])[CH3:26].[K+].BrCC(C)C.Cl. (2) The reactants are: [Cl:1][C:2]1[CH:7]=[CH:6][C:5]([CH:8]([C:21]2[CH:26]=[CH:25][C:24]([Cl:27])=[CH:23][CH:22]=2)[N:9]2[CH2:14][CH2:13][N:12]([CH2:15][C:16]([O:18]C)=[O:17])[C:11](=[O:20])[CH2:10]2)=[CH:4][CH:3]=1.O.[OH-].[Li+]. Given the product [Cl:1][C:2]1[CH:3]=[CH:4][C:5]([CH:8]([C:21]2[CH:22]=[CH:23][C:24]([Cl:27])=[CH:25][CH:26]=2)[N:9]2[CH2:14][CH2:13][N:12]([CH2:15][C:16]([OH:18])=[O:17])[C:11](=[O:20])[CH2:10]2)=[CH:6][CH:7]=1, predict the reactants needed to synthesize it. (3) Given the product [O:1]1[CH2:6][CH2:5][O:4][C:3]2[C:7]([NH:11][C:12](=[O:14])[CH3:13])=[CH:8][CH:9]=[CH:10][C:2]1=2, predict the reactants needed to synthesize it. The reactants are: [O:1]1[CH2:6][CH2:5][O:4][C:3]2[C:7]([NH2:11])=[CH:8][CH:9]=[CH:10][C:2]1=2.[C:12](OC(=O)C)(=[O:14])[CH3:13].